Dataset: Reaction yield outcomes from USPTO patents with 853,638 reactions. Task: Predict the reaction yield, written as a fraction of the theoretical maximum amount of product (1.0 means a 100% yield; for example, 0.34 means a 34% yield). (1) The reactants are [Cl:1][C:2]1[C:3]([O:12][C:13]2[CH:18]=[C:17]([OH:19])[CH:16]=[CH:15][C:14]=2/[CH:20]=[CH:21]/[C:22]([O:24][CH2:25][CH3:26])=[O:23])=[N:4][CH:5]=[C:6]([C:8]([F:11])([F:10])[F:9])[CH:7]=1.C(P(CCCC)CCCC)CCC.[Si:40]([O:57][CH2:58][CH2:59]O)([C:53]([CH3:56])([CH3:55])[CH3:54])([C:47]1[CH:52]=[CH:51][CH:50]=[CH:49][CH:48]=1)[C:41]1[CH:46]=[CH:45][CH:44]=[CH:43][CH:42]=1.N(C(N1CCCCC1)=O)=NC(N1CCCCC1)=O. The catalyst is O1CCCC1. The product is [Si:40]([O:57][CH2:58][CH2:59][O:19][C:17]1[CH:16]=[CH:15][C:14](/[CH:20]=[CH:21]/[C:22]([O:24][CH2:25][CH3:26])=[O:23])=[C:13]([O:12][C:3]2[C:2]([Cl:1])=[CH:7][C:6]([C:8]([F:9])([F:11])[F:10])=[CH:5][N:4]=2)[CH:18]=1)([C:53]([CH3:54])([CH3:55])[CH3:56])([C:47]1[CH:48]=[CH:49][CH:50]=[CH:51][CH:52]=1)[C:41]1[CH:46]=[CH:45][CH:44]=[CH:43][CH:42]=1. The yield is 0.870. (2) The reactants are [CH3:1][N:2]([CH2:4][C:5]1[CH:10]=[CH:9][C:8]([CH:11]2C(C3C=CC(CN(C)C)=CC=3)C(=O)[C:18]3[C:17]([C:32]([O:34]C)=O)=[CH:16][CH:15]=[CH:14][C:13]=3[NH:12]2)=[CH:7][CH:6]=1)[CH3:3].[CH3:36][N:37]([CH2:39][C:40]1[CH:45]=[CH:44][C:43]([CH:46]2[CH:55](C3C=CC(CN(C)C)=CC=3)C(=O)C3C(C(OCC)=O)=CC=CC=3N2)=[CH:42][CH:41]=1)[CH3:38].O.[NH2:73][NH2:74]. The catalyst is CO. The product is [CH3:1][N:2]([CH2:4][C:5]1[CH:10]=[CH:9][C:8]([CH:11]2[NH:12][C:13]3[C:18]4[C:55](=[N:73][NH:74][C:32](=[O:34])[C:17]=4[CH:16]=[CH:15][CH:14]=3)[CH:46]2[C:43]2[CH:42]=[CH:41][C:40]([CH2:39][N:37]([CH3:36])[CH3:38])=[CH:45][CH:44]=2)=[CH:7][CH:6]=1)[CH3:3]. The yield is 0.220.